This data is from Experimentally validated miRNA-target interactions with 360,000+ pairs, plus equal number of negative samples. The task is: Binary Classification. Given a miRNA mature sequence and a target amino acid sequence, predict their likelihood of interaction. The miRNA is kshv-miR-K12-5-3p with sequence UAGGAUGCCUGGAACUUGCCGGU. The protein sequence of the target gene is MMWGAGSSMAWFSAGSGSVNVSSVDPVEEPTGPATLLPSPRAWDVVLCISGTLVSCENALVVAIIVGTPAFRAPMFLLVGSLAVADLLAGLGLVLHFAADFCIGSPEMSLMLVGVLAMAFTASIGSLLAITVDRYLSLYNALTYYSETTVTRTYVMLALVWVGALGLGLVPVLAWNCRDGLTTCGVVYPLSKNHLVVLAIAFFMVFGIMLQLYAQICRIVCRHAQQIALQRHLLPASHYVATRKGIATLAVVLGAFAACWLPFTVYCLLGDADSPRLYTYLTLLPATYNSMINPVIYAFR.... Result: 0 (no interaction).